From a dataset of Full USPTO retrosynthesis dataset with 1.9M reactions from patents (1976-2016). Predict the reactants needed to synthesize the given product. (1) Given the product [S:18]1[C:19]2[CH:25]=[CH:24][CH:23]=[CH:22][C:20]=2[N:21]=[C:17]1[NH:16][C@@H:14]1[CH2:13][C@H:12]([N:11]2[C:6]3=[N:7][CH:8]=[CH:9][CH:10]=[C:5]3[NH:4][C:3]2=[O:2])[CH2:15]1, predict the reactants needed to synthesize it. The reactants are: C[O:2][C:3]1[N:11]([C@@H:12]2[CH2:15][C@H:14]([NH:16][C:17]3[S:18][C:19]4[CH:25]=[CH:24][CH:23]=[CH:22][C:20]=4[N:21]=3)[CH2:13]2)[C:6]2=[N:7][CH:8]=[CH:9][CH:10]=[C:5]2[N:4]=1.Cl. (2) Given the product [Br:1][C:2]1[CH:11]=[C:10]2[C:5]([C:6]([OH:17])=[C:7]([C:12]([OH:14])=[O:13])[CH:8]=[N:9]2)=[N:4][CH:3]=1, predict the reactants needed to synthesize it. The reactants are: [Br:1][C:2]1[CH:11]=[C:10]2[C:5]([C:6](=[O:17])[C:7]([C:12]([O:14]CC)=[O:13])=[CH:8][NH:9]2)=[N:4][CH:3]=1.[OH-].[Na+].C. (3) Given the product [C:27]12([NH:32][C:8]([C:6]3[CH:5]=[C:4]([N:11]4[CH2:12][CH2:13][CH:14]([C:17]5[C:25]6[C:20](=[N:21][CH:22]=[CH:23][CH:24]=6)[NH:19][N:18]=5)[CH2:15][CH2:16]4)[N:3]=[C:2]([Cl:1])[N:7]=3)=[O:9])[CH2:31][CH:29]([CH2:30]1)[CH2:28]2, predict the reactants needed to synthesize it. The reactants are: [Cl:1][C:2]1[N:7]=[C:6]([C:8](O)=[O:9])[CH:5]=[C:4]([N:11]2[CH2:16][CH2:15][CH:14]([C:17]3[C:25]4[C:20](=[N:21][CH:22]=[CH:23][CH:24]=4)[NH:19][N:18]=3)[CH2:13][CH2:12]2)[N:3]=1.Cl.[C:27]12([NH2:32])[CH2:31][CH:29]([CH2:30]1)[CH2:28]2.CN(C(ON1N=NC2C=CC=NC1=2)=[N+](C)C)C.F[P-](F)(F)(F)(F)F.Cl. (4) The reactants are: C([O:8][C:9]1[C:10]([O:36][CH:37]([CH3:39])[CH3:38])=[CH:11][C:12]([CH2:15][N:16]2[CH2:34][CH2:33][C@@:19]3([N:23]([C:24]4[CH:29]=[CH:28][CH:27]=[C:26]([F:30])[CH:25]=4)[S:22](=[O:32])(=[O:31])[CH:21]=[CH:20]3)[CH2:18][C@@H:17]2[CH3:35])=[N:13][CH:14]=1)C1C=CC=CC=1. Given the product [F:30][C:26]1[CH:25]=[C:24]([N:23]2[C@@:19]3([CH2:33][CH2:34][N:16]([CH2:15][C:12]4[N:13]=[CH:14][C:9]([OH:8])=[C:10]([O:36][CH:37]([CH3:38])[CH3:39])[CH:11]=4)[C@@H:17]([CH3:35])[CH2:18]3)[CH2:20][CH2:21][S:22]2(=[O:32])=[O:31])[CH:29]=[CH:28][CH:27]=1, predict the reactants needed to synthesize it. (5) Given the product [CH3:1][O:2][C:3](=[O:51])[C@@H:4]([NH:30][C:31](=[O:50])[CH2:32][O:33][CH2:34][CH2:35][O:36][CH2:37][CH2:38][O:39][CH2:40][CH2:41][NH2:42])[CH2:5][CH2:6][CH2:7][CH2:8][NH:9][C:10](=[O:29])[CH2:11][O:12][CH2:13][CH2:14][O:15][CH2:16][CH2:17][O:18][CH2:19][CH2:20][NH2:21], predict the reactants needed to synthesize it. The reactants are: [CH3:1][O:2][C:3](=[O:51])[C@@H:4]([NH:30][C:31](=[O:50])[CH2:32][O:33][CH2:34][CH2:35][O:36][CH2:37][CH2:38][O:39][CH2:40][CH2:41][NH:42]C(OC(C)(C)C)=O)[CH2:5][CH2:6][CH2:7][CH2:8][NH:9][C:10](=[O:29])[CH2:11][O:12][CH2:13][CH2:14][O:15][CH2:16][CH2:17][O:18][CH2:19][CH2:20][NH:21]C(OC(C)(C)C)=O.FC(F)(F)C(O)=O. (6) Given the product [F:29][C:30]([F:35])([F:34])[C:31]([O-:33])=[O:32].[C:1]([NH:4][C:5]1[S:19][C:8]2[CH2:9][NH2+:10][CH2:11][C:7]=2[C:6]=1[C:20]1[S:21][C:22]2[CH:28]=[CH:27][CH:26]=[CH:25][C:23]=2[N:24]=1)(=[O:3])[CH3:2], predict the reactants needed to synthesize it. The reactants are: [C:1]([NH:4][C:5]1[S:19][C:8]2[CH2:9][N:10](C(OC(C)(C)C)=O)[CH2:11][C:7]=2[C:6]=1[C:20]1[S:21][C:22]2[CH:28]=[CH:27][CH:26]=[CH:25][C:23]=2[N:24]=1)(=[O:3])[CH3:2].[F:29][C:30]([F:35])([F:34])[C:31]([OH:33])=[O:32]. (7) Given the product [Na:37].[CH3:1][C:2]1([CH3:34])[CH2:7][CH2:6][C:5]([C:8]2[C:13]([NH:14][C:15]([C:17]3[NH:18][CH:19]=[C:20]([C:22]#[N:23])[N:21]=3)=[O:16])=[CH:12][CH:11]=[C:10]([CH:24]3[CH2:25][C:26]([CH3:33])([CH3:32])[O:27][C:28]([CH3:31])([CH3:30])[CH2:29]3)[N:9]=2)=[CH:4][CH2:3]1, predict the reactants needed to synthesize it. The reactants are: [CH3:1][C:2]1([CH3:34])[CH2:7][CH2:6][C:5]([C:8]2[C:13]([NH:14][C:15]([C:17]3[NH:18][CH:19]=[C:20]([C:22]#[N:23])[N:21]=3)=[O:16])=[CH:12][CH:11]=[C:10]([CH:24]3[CH2:29][C:28]([CH3:31])([CH3:30])[O:27][C:26]([CH3:33])([CH3:32])[CH2:25]3)[N:9]=2)=[CH:4][CH2:3]1.[OH-].[Na+].[Na:37]. (8) Given the product [Cl:21][C:10]([C:8]1[S:9][C:5]([C:3]([O:2][CH3:1])=[O:4])=[CH:6][CH:7]=1)=[O:12], predict the reactants needed to synthesize it. The reactants are: [CH3:1][O:2][C:3]([C:5]1[S:9][C:8]([C:10]([O-:12])=O)=[CH:7][CH:6]=1)=[O:4].[K+].CN(C)C=O.S(Cl)([Cl:21])=O. (9) Given the product [ClH:30].[Br:1][C:2]1[C:27]([CH3:28])=[CH:26][C:5]([O:6][C@H:7]2[CH2:11][CH2:10][N:9]([CH:12]3[CH2:17][CH2:16][NH:15][CH2:14][CH2:13]3)[C:8]2=[O:25])=[C:4]([F:29])[CH:3]=1, predict the reactants needed to synthesize it. The reactants are: [Br:1][C:2]1[C:27]([CH3:28])=[CH:26][C:5]([O:6][C@H:7]2[CH2:11][CH2:10][N:9]([CH:12]3[CH2:17][CH2:16][N:15](C(OC(C)(C)C)=O)[CH2:14][CH2:13]3)[C:8]2=[O:25])=[C:4]([F:29])[CH:3]=1.[ClH:30]. (10) Given the product [NH:8]1[C:7]2[CH:6]=[CH:5][C:4]([C:9]3[CH:15]=[CH:14][C:12]4[N:13]=[C:25]([C:24]5[CH:27]=[CH:28][C:21]([O:20][CH2:19][CH2:18][OH:17])=[CH:22][CH:23]=5)[NH:16][C:11]=4[CH:10]=3)=[CH:3][C:2]=2[N:1]=[C:25]1[C:24]1[CH:23]=[CH:22][C:21]([O:20][CH2:19][CH2:18][OH:17])=[CH:28][CH:27]=1, predict the reactants needed to synthesize it. The reactants are: [NH2:1][C:2]1[CH:3]=[C:4]([C:9]2[CH:15]=[CH:14][C:12]([NH2:13])=[C:11]([NH2:16])[CH:10]=2)[CH:5]=[CH:6][C:7]=1[NH2:8].[OH:17][CH2:18][CH2:19][O:20][C:21]1[CH:28]=[CH:27][C:24]([CH:25]=O)=[CH:23][CH:22]=1.